Dataset: Full USPTO retrosynthesis dataset with 1.9M reactions from patents (1976-2016). Task: Predict the reactants needed to synthesize the given product. (1) Given the product [Cl:20][C:2]1[CH:3]=[CH:4][C:5]([C:8]2[C:9]([CH3:10])([CH3:15])[C:11](=[O:14])[NH:12][N:13]=2)=[CH:6][CH:7]=1, predict the reactants needed to synthesize it. The reactants are: N[C:2]1[CH:7]=[CH:6][C:5]([C:8]2[C@H:9]([CH3:15])[CH2:10][C:11](=[O:14])[NH:12][N:13]=2)=[CH:4][CH:3]=1.N([O-])=O.[Na+].[ClH:20]. (2) Given the product [OH:23][C@H:24]1[C@@H:33]([O:34][CH3:35])[C:32]2[CH:31]=[CH:30][N:29]3[CH:42]=[C:43]([CH3:45])[N:44]=[C:28]3[C:27]=2[NH:26][C@@H:25]1[C:47]1[CH:52]=[CH:51][CH:50]=[CH:49][CH:48]=1, predict the reactants needed to synthesize it. The reactants are: O[C@H]1C2C=CN3C=C(C)N=C3C=2N[C@H](C2C=CC=CC=2)[C@H]1O.[OH:23][C@H:24]1[C@@H:33]([O:34][CH2:35]COCCOC)[C:32]2[CH:31]=[CH:30][N:29]3[C:42](C)=[C:43]([CH3:45])[N:44]=[C:28]3[C:27]=2[NH:26][C@@H:25]1[C:47]1[CH:52]=[CH:51][CH:50]=[CH:49][CH:48]=1.C1(C)C=CC(S(O)(=O)=O)=CC=1.CC(C)=O. (3) Given the product [ClH:41].[ClH:41].[CH2:1]([NH:3][C:4]1[N:16]2[C:7]([C:8]3[CH:9]=[C:10]([C:35]4[CH:36]=[CH:37][CH:38]=[CH:39][CH:40]=4)[C:11]([C:17]4[CH:18]=[CH:19][C:20]([C:23]5([NH2:27])[CH2:24][CH2:25][CH2:26]5)=[CH:21][CH:22]=4)=[N:12][C:13]=3[CH:14]=[CH:15]2)=[N:6][N:5]=1)[CH3:2], predict the reactants needed to synthesize it. The reactants are: [CH2:1]([NH:3][C:4]1[N:16]2[C:7]([C:8]3[CH:9]=[C:10]([C:35]4[CH:40]=[CH:39][CH:38]=[CH:37][CH:36]=4)[C:11]([C:17]4[CH:22]=[CH:21][C:20]([C:23]5([NH:27]C(=O)OC(C)(C)C)[CH2:26][CH2:25][CH2:24]5)=[CH:19][CH:18]=4)=[N:12][C:13]=3[CH:14]=[CH:15]2)=[N:6][N:5]=1)[CH3:2].[ClH:41].CCOC(C)=O. (4) Given the product [Br:1][C:2]1[CH:3]=[C:4]([CH:19]=[C:20]([Cl:22])[CH:21]=1)[O:5][N:6]([CH2:30][CH3:31])[C:7]([NH:9][C:10]([C:13]1[CH:18]=[CH:17][CH:16]=[CH:15][CH:14]=1)([CH3:12])[CH3:11])=[O:8], predict the reactants needed to synthesize it. The reactants are: [Br:1][C:2]1[CH:3]=[C:4]([CH:19]=[C:20]([Cl:22])[CH:21]=1)[O:5][NH:6][C:7]([NH:9][C:10]([C:13]1[CH:18]=[CH:17][CH:16]=[CH:15][CH:14]=1)([CH3:12])[CH3:11])=[O:8].C(=O)([O-])[O-].[K+].[K+].I[CH2:30][CH3:31].C(OCC)(=O)C. (5) Given the product [CH3:1][O:2][C:3]1[CH:11]=[CH:10][C:6]([C:7]([Cl:18])=[O:8])=[C:5]([N+:12]([O-:14])=[O:13])[CH:4]=1, predict the reactants needed to synthesize it. The reactants are: [CH3:1][O:2][C:3]1[CH:11]=[CH:10][C:6]([C:7](O)=[O:8])=[C:5]([N+:12]([O-:14])=[O:13])[CH:4]=1.C(Cl)(=O)C([Cl:18])=O.CN(C=O)C. (6) Given the product [CH3:34][O:1][C:2]1([C:6]2[NH:7][C:8]([C:12]3[CH:13]=[C:14]([CH:29]=[CH:30][C:31]=3[CH3:32])[C:15]([N:17]3[CH2:18][CH:19]([C:21]4[CH:28]=[CH:27][C:24]([C:25]#[N:26])=[CH:23][CH:22]=4)[CH2:20]3)=[O:16])=[C:9]([CH3:11])[N:10]=2)[CH2:3][O:4][CH2:5]1, predict the reactants needed to synthesize it. The reactants are: [OH:1][C:2]1([C:6]2[NH:7][C:8]([C:12]3[CH:13]=[C:14]([CH:29]=[CH:30][C:31]=3[CH3:32])[C:15]([N:17]3[CH2:20][CH:19]([C:21]4[CH:28]=[CH:27][C:24]([C:25]#[N:26])=[CH:23][CH:22]=4)[CH2:18]3)=[O:16])=[C:9]([CH3:11])[N:10]=2)[CH2:5][O:4][CH2:3]1.I[C:34]1N(COCC[Si](C)(C)C)C(C2(OC)COC2)=NC=1C.IC1N(COCC[Si](C)(C)C)C(C2(O)COC2)=NC=1C. (7) Given the product [Cl:13][C:5]1[CH:4]2[CH:9]([CH:10]=[CH:11][C:2]([NH:23][CH2:22][C:21]3[CH:24]=[CH:25][CH:26]=[CH:27][C:20]=3[N:17]3[CH2:18][CH2:19][O:14][CH2:15][CH2:16]3)=[CH:3]2)[C:8](=[O:12])[NH:7][N:6]=1, predict the reactants needed to synthesize it. The reactants are: Br[C:2]1[CH:3]=[C:4]2[C:9](=[CH:10][CH:11]=1)[C:8](=[O:12])[NH:7][N:6]=[C:5]2[Cl:13].[O:14]1[CH2:19][CH2:18][N:17]([C:20]2[CH:27]=[CH:26][CH:25]=[CH:24][C:21]=2[CH2:22][NH2:23])[CH2:16][CH2:15]1.C1C=CC(P(C2C(C3C(P(C4C=CC=CC=4)C4C=CC=CC=4)=CC=C4C=3C=CC=C4)=C3C(C=CC=C3)=CC=2)C2C=CC=CC=2)=CC=1.CC([O-])(C)C.[Na+].